This data is from Full USPTO retrosynthesis dataset with 1.9M reactions from patents (1976-2016). The task is: Predict the reactants needed to synthesize the given product. (1) Given the product [F:12][C:3]1[C:4]([C:8]([F:11])([F:10])[F:9])=[CH:5][CH:6]=[CH:7][C:2]=1[N:13]1[CH2:18][CH2:17][NH:16][CH2:15][CH2:14]1, predict the reactants needed to synthesize it. The reactants are: Br[C:2]1[C:3]([F:12])=[C:4]([C:8]([F:11])([F:10])[F:9])[CH:5]=[CH:6][CH:7]=1.[NH:13]1[CH2:18][CH2:17][NH:16][CH2:15][CH2:14]1.CC(C)([O-])C.[K+]. (2) Given the product [C:1]1([C:23]2[CH:24]=[CH:25][CH:26]=[CH:27][CH:28]=2)[CH:2]=[CH:3][C:4]([CH:7]([C:36]2([OH:38])[CH2:37][O:34][CH2:35]2)[S:8]([NH2:11])(=[O:9])=[O:10])=[CH:5][CH:6]=1, predict the reactants needed to synthesize it. The reactants are: [C:1]1([C:23]2[CH:28]=[CH:27][CH:26]=[CH:25][CH:24]=2)[CH:6]=[CH:5][C:4]([CH2:7][S:8]([NH:11]CC2C=CC(OC)=CC=2OC)(=[O:10])=[O:9])=[CH:3][CH:2]=1.C([Li])CCC.[O:34]1[CH2:37][C:36](=[O:38])[CH2:35]1.FC(F)(F)C(O)=O. (3) Given the product [OH:25][C:9]1[CH:23]=[CH:22][C:12]([O:13][C:14]2[CH:15]=[C:16]([CH:19]=[CH:20][CH:21]=2)[C:17]#[N:18])=[CH:11][CH:10]=1, predict the reactants needed to synthesize it. The reactants are: CC1(C)C(C)(C)OB([C:9]2[CH:23]=[CH:22][C:12]([O:13][C:14]3[CH:15]=[C:16]([CH:19]=[CH:20][CH:21]=3)[C:17]#[N:18])=[CH:11][CH:10]=2)O1.[OH-:25].[Na+].OO.